This data is from Catalyst prediction with 721,799 reactions and 888 catalyst types from USPTO. The task is: Predict which catalyst facilitates the given reaction. Reactant: [O:1]1[CH:5]=[CH:4][N:3]=[C:2]1[C:6]1[O:7][C:8]2[CH2:13][CH2:12][NH:11][CH2:10][C:9]=2[N:14]=1.Br[C:16]1[CH:17]=[C:18]([CH:21]=[C:22]([F:24])[CH:23]=1)[C:19]#[N:20].CC1(C)C2C(=C(P(C3C=CC=CC=3)C3C=CC=CC=3)C=CC=2)OC2C(P(C3C=CC=CC=3)C3C=CC=CC=3)=CC=CC1=2.C([O-])([O-])=O.[Cs+].[Cs+]. Product: [F:24][C:22]1[CH:21]=[C:18]([CH:17]=[C:16]([N:11]2[CH2:12][CH2:13][C:8]3[O:7][C:6]([C:2]4[O:1][CH:5]=[CH:4][N:3]=4)=[N:14][C:9]=3[CH2:10]2)[CH:23]=1)[C:19]#[N:20]. The catalyst class is: 222.